This data is from Full USPTO retrosynthesis dataset with 1.9M reactions from patents (1976-2016). The task is: Predict the reactants needed to synthesize the given product. (1) Given the product [Cl:51][C:52]1[CH:57]=[CH:56][CH:55]=[CH:54][C:53]=1[NH:58][C:59](=[O:60])[NH:32][C:33]1[CH:34]=[CH:35][C:36]([C:39]2[S:43][C:42]([CH2:44][CH2:45][CH2:46][C:47]([O:49][CH3:50])=[O:48])=[N:41][N:40]=2)=[CH:37][CH:38]=1, predict the reactants needed to synthesize it. The reactants are: FC(F)(F)C1C=C(NC(=O)NC2C=CC(C3SC(CCC(OC)=O)=NC=3)=CC=2)C=CC=1.[NH2:32][C:33]1[CH:38]=[CH:37][C:36]([C:39]2[S:43][C:42]([CH2:44][CH2:45][CH2:46][C:47]([O:49][CH3:50])=[O:48])=[N:41][N:40]=2)=[CH:35][CH:34]=1.[Cl:51][C:52]1[CH:57]=[CH:56][CH:55]=[CH:54][C:53]=1[N:58]=[C:59]=[O:60]. (2) Given the product [CH2:31]([O:21][C:20]([C:19]1[C:4]2[O:3][B:2]([OH:1])[C@@H:7]([NH:8][C:9](=[O:15])[CH2:10][CH2:11][C:12](=[O:14])[CH3:13])[CH2:6][C:5]=2[CH:16]=[CH:17][CH:18]=1)=[O:22])[CH2:32][CH2:33][CH3:34], predict the reactants needed to synthesize it. The reactants are: [OH:1][B:2]1[C@@H:7]([NH:8][C:9](=[O:15])[CH2:10][CH2:11][C:12](=[O:14])[CH3:13])[CH2:6][C:5]2[CH:16]=[CH:17][CH:18]=[C:19]([C:20]([OH:22])=[O:21])[C:4]=2[O:3]1.Cl.Cl.O1CCOCC1.[CH2:31](O)[CH2:32][CH2:33][CH3:34]. (3) Given the product [NH:1]([C:3](=[O:22])[CH2:4][O:5][C:6]1[CH:21]=[CH:20][C:9]([C:10]([OH:12])=[O:11])=[CH:8][CH:7]=1)[NH2:2], predict the reactants needed to synthesize it. The reactants are: [NH:1]([C:3](=[O:22])[CH2:4][O:5][C:6]1[CH:21]=[CH:20][C:9]([C:10]([O:12]CC2C=CC=CC=2)=[O:11])=[CH:8][CH:7]=1)[NH2:2]. (4) Given the product [N:10]1([C:6]2[CH:5]=[C:4]([NH2:1])[CH:9]=[CH:8][CH:7]=2)[CH2:11][CH2:12][O:13][CH2:14][CH2:15]1, predict the reactants needed to synthesize it. The reactants are: [N+:1]([C:4]1[CH:5]=[C:6]([N:10]2[CH2:15][CH2:14][O:13][CH2:12][CH2:11]2)[CH:7]=[CH:8][CH:9]=1)([O-])=O.[H][H]. (5) Given the product [Cl:38][C:23]1[C:24]([NH:26][C:27]2[CH:37]=[CH:36][CH:35]=[CH:34][C:28]=2[C:29]([NH:31][CH2:32][CH3:33])=[O:30])=[N:25][C:20]([NH:17][C:12]2[C:13]([O:15][CH3:16])=[CH:14][C:7]3[CH2:6][CH2:5][N:4]([CH2:3][CH:2]([F:1])[F:18])[CH2:10][CH2:9][C:8]=3[CH:11]=2)=[N:21][CH:22]=1, predict the reactants needed to synthesize it. The reactants are: [F:1][CH:2]([F:18])[CH2:3][N:4]1[CH2:10][CH2:9][C:8]2[CH:11]=[C:12]([NH2:17])[C:13]([O:15][CH3:16])=[CH:14][C:7]=2[CH2:6][CH2:5]1.Cl[C:20]1[N:25]=[C:24]([NH:26][C:27]2[CH:37]=[CH:36][CH:35]=[CH:34][C:28]=2[C:29]([NH:31][CH2:32][CH3:33])=[O:30])[C:23]([Cl:38])=[CH:22][N:21]=1. (6) Given the product [C:19]([O:18][C:16](=[O:17])[NH:1][CH:2]([CH2:3][OH:4])[CH2:5][CH2:6][CH2:7][CH3:8])([CH3:22])([CH3:21])[CH3:20], predict the reactants needed to synthesize it. The reactants are: [NH2:1][CH:2]([CH2:5][CH2:6][CH2:7][CH3:8])[CH2:3][OH:4].C(NC(C)C)(C)C.[C:16](O[C:16]([O:18][C:19]([CH3:22])([CH3:21])[CH3:20])=[O:17])([O:18][C:19]([CH3:22])([CH3:21])[CH3:20])=[O:17]. (7) The reactants are: [CH3:1][O:2][C:3]1[CH:4]=[C:5]([C@H:9]2[CH2:14][NH:13][CH2:12][CH2:11][NH:10]2)[CH:6]=[CH:7][CH:8]=1.[CH:15]1([C:20]2[S:29][C:28]3[NH:27][C:26]4[CH:30]=[CH:31][CH:32]=[CH:33][C:25]=4[NH:24][C:23](=S)[C:22]=3[N:21]=2)[CH2:19][CH2:18][CH2:17][CH2:16]1.N1C=CC=[CH:37][CH:36]=1. Given the product [CH:15]1([C:20]2[S:29][C:28]3[NH:27][C:26]4[CH:30]=[CH:31][CH:32]=[CH:33][C:25]=4[N:24]=[C:23]([N:13]4[CH2:12][CH2:11][NH:10][C@@H:9]([CH2:5][CH2:6][C:7]5[CH:37]=[CH:36][CH:4]=[C:3]([O:2][CH3:1])[CH:8]=5)[CH2:14]4)[C:22]=3[N:21]=2)[CH2:19][CH2:18][CH2:17][CH2:16]1, predict the reactants needed to synthesize it.